From a dataset of Forward reaction prediction with 1.9M reactions from USPTO patents (1976-2016). Predict the product of the given reaction. (1) Given the reactants [F:1][C:2]1[CH:3]=[C:4]([C:14](=[O:16])[CH3:15])[CH:5]=[CH:6][C:7]=1[N:8]1[CH2:13][CH2:12][NH:11][CH2:10][CH2:9]1.[Cl:17][C:18]1[CH:26]=[CH:25][C:24]([S:27](=[O:30])(=[O:29])[NH2:28])=[CH:23][C:19]=1[C:20](O)=[O:21], predict the reaction product. The product is: [C:14]([C:4]1[CH:5]=[CH:6][C:7]([N:8]2[CH2:13][CH2:12][N:11]([C:20]([C:19]3[CH:23]=[C:24]([S:27]([NH2:28])(=[O:30])=[O:29])[CH:25]=[CH:26][C:18]=3[Cl:17])=[O:21])[CH2:10][CH2:9]2)=[C:2]([F:1])[CH:3]=1)(=[O:16])[CH3:15]. (2) Given the reactants [C:1]1([C:7]2[CH:8]=[C:9]([C:16]([O:18][N:19]=[C:20]([C:22]3[CH:39]=[CH:38][C:25]([CH2:26][N:27]4[CH2:30][CH:29]([C:31]([O:33][C:34]([CH3:37])([CH3:36])[CH3:35])=[O:32])[CH2:28]4)=[CH:24][CH:23]=3)[NH2:21])=O)[S:10][C:11]=2[C:12]([F:15])([F:14])[F:13])[CH:6]=[CH:5][CH:4]=[CH:3][CH:2]=1.CCCC[N+](CCCC)(CCCC)CCCC.[F-].O1CCCC1, predict the reaction product. The product is: [C:1]1([C:7]2[CH:8]=[C:9]([C:16]3[O:18][N:19]=[C:20]([C:22]4[CH:39]=[CH:38][C:25]([CH2:26][N:27]5[CH2:28][CH:29]([C:31]([O:33][C:34]([CH3:35])([CH3:37])[CH3:36])=[O:32])[CH2:30]5)=[CH:24][CH:23]=4)[N:21]=3)[S:10][C:11]=2[C:12]([F:13])([F:15])[F:14])[CH:6]=[CH:5][CH:4]=[CH:3][CH:2]=1. (3) Given the reactants [CH3:1][O:2][CH2:3][CH2:4][CH2:5][NH2:6].[Br:7][CH2:8][CH2:9][CH2:10][CH2:11][C:12]1([C:25](Cl)=[O:26])[C:24]2[CH:23]=[CH:22][CH:21]=[CH:20][C:19]=2[C:18]2[C:13]1=[CH:14][CH:15]=[CH:16][CH:17]=2, predict the reaction product. The product is: [CH3:1][O:2][CH2:3][CH2:4][CH2:5][NH:6][C:25]([C:12]1([CH2:11][CH2:10][CH2:9][CH2:8][Br:7])[C:24]2[CH:23]=[CH:22][CH:21]=[CH:20][C:19]=2[C:18]2[C:13]1=[CH:14][CH:15]=[CH:16][CH:17]=2)=[O:26]. (4) Given the reactants [C:1]1([S:7][CH2:8][F:9])[CH:6]=[CH:5][CH:4]=[CH:3][CH:2]=1.CO.C1C(=O)N(Br)C(=[O:15])C1, predict the reaction product. The product is: [C:1]1([S:7]([CH2:8][F:9])=[O:15])[CH:6]=[CH:5][CH:4]=[CH:3][CH:2]=1. (5) Given the reactants [H-].[H-].[H-].[H-].[Li+].[Al+3].C([O:9][C:10](=O)[CH2:11][CH:12]1[CH2:17][CH2:16][N:15]([C:18]([O:20][C:21]([CH3:24])([CH3:23])[CH3:22])=[O:19])[CH2:14][CH2:13]1)C.S([O-])([O-])(=O)=O.[Na+].[Na+], predict the reaction product. The product is: [OH:9][CH2:10][CH2:11][CH:12]1[CH2:13][CH2:14][N:15]([C:18]([O:20][C:21]([CH3:24])([CH3:23])[CH3:22])=[O:19])[CH2:16][CH2:17]1. (6) Given the reactants I[C:2]1[N:6]2[CH:7]([CH2:12][CH2:13][NH:14][C:15](=[O:21])[O:16][C:17]([CH3:20])([CH3:19])[CH3:18])[CH2:8][NH:9][C:10](=[O:11])[C:5]2=[CH:4][C:3]=1[C:22]1[CH:27]=[CH:26][CH:25]=[C:24]([O:28][C:29]([F:32])([F:31])[F:30])[CH:23]=1.[C:33]1(B(O)O)[CH:38]=[CH:37][CH:36]=[CH:35][CH:34]=1.ClCCl.C(=O)([O-])[O-].[Cs+].[Cs+], predict the reaction product. The product is: [O:11]=[C:10]1[NH:9][CH2:8][CH:7]([CH2:12][CH2:13][NH:14][C:15](=[O:21])[O:16][C:17]([CH3:20])([CH3:19])[CH3:18])[N:6]2[C:2]([C:33]3[CH:38]=[CH:37][CH:36]=[CH:35][CH:34]=3)=[C:3]([C:22]3[CH:27]=[CH:26][CH:25]=[C:24]([O:28][C:29]([F:32])([F:31])[F:30])[CH:23]=3)[CH:4]=[C:5]12.